Dataset: Experimentally validated miRNA-target interactions with 360,000+ pairs, plus equal number of negative samples. Task: Binary Classification. Given a miRNA mature sequence and a target amino acid sequence, predict their likelihood of interaction. (1) The miRNA is mmu-miR-466n-5p with sequence GUGUGUGCGUACAUGUACAUGU. The protein sequence of the target gene is MAAKLWTFLLGFGLSWVWPASAHRKLLVLLLDGFRSDYISEDALASLPGFREIVNRGVKVDYLTPDFPSLSYPNYYTLMTGRHCEVHQMIGNYMWDPRTNKSFDIGVNRDSLMPLWWNGSEPLWITLMKARRKVYMYYWPGCEVEILGVRPTYCLEYKTVPTDINFANAVSDALDSLKSGRADLAAIYHERIDVEGHHYGPSSPQRKDALRAVDTVLKYMIQWIQDRGLQQDLNVILFSDHGMTDIFWMDKVIELSNYISLDDLQQVKDRGPVVSLWPVPGKHSEIYHKLRTVEHMTVYE.... Result: 0 (no interaction). (2) Result: 1 (interaction). The miRNA is hsa-miR-5589-5p with sequence GGCUGGGUGCUCUUGUGCAGU. The protein sequence of the target gene is MAPVSGSRSPDREASGSGGRRRSSSKSPKPSKSARSPRGRRSRSHSCSRSGDRNGLTHQLGGLSQGSRNQSYRSRSRSRSRERPSAPRGIPFASASSSVYYGSYSRPYGSDKPWPSLLDKEREESLRQKRLSERERIGELGAPEVWGLSPKNPEPDSDEHTPVEDEEPKKSTTSASTSEEEKKKKSSRSKERSKKRRKKKSSKRKHKKYSEDSDSDSDSETDSSDEDNKRRAKKAKKKEKKKKHRSKKYKKKRSKKSRKESSDSSSKESQEEFLENPWKDRTKAEEPSDLIGPEAPKTLT.... (3) The miRNA is hsa-miR-374b-5p with sequence AUAUAAUACAACCUGCUAAGUG. The protein sequence of the target gene is MRFQGVGLCLGLLFITVNADFMDDGVEVEDFSENSDESNIKDEPSSGTFKYKTPQPIGEVYFTETFDSGNLAGWVLSKAKKDDMDSEIAIYDGRWEIEELKENQVPGDRGLVLKSKAKHHAIAAVLEKPFIFADKPLIVQYEVNFQDGIDCGGAYIKLLADTGDLILENFYDKTSYTIMFGPDKCGEDYKLHLIFRHKHPKTGVFEEKHAKPPDVDLKEFFTDRKTHLYTLVMNPDDTFEVLIDQKVVNQGTLLDDVVPPINPPREIDDPSDKKPEEWDDRAKIPDPTAVRPEDWDENEP.... Result: 0 (no interaction). (4) The miRNA is hsa-miR-5187-3p with sequence ACUGAAUCCUCUUUUCCUCAG. The protein sequence of the target gene is MDMFSLDMIISDPAAEASRAGKKQLRGVQNPCPSARARPRHKSLNIKDKISEWEGKKEVPTPAPSRRADGQEDYLPSSTVERRSSDGVRTQVTEAKNGMRPGTESTEKERNKGAVNVGGQDPEPGQDLSQPEREVDPSWGRGREPRLGKLRFQNDPLSVLKQVKKLEQALKDGSAGLDPQLPGTCYSPHCPPDKAEAGSTLPENLGGGSGSEVSQRVHPSDLEGREPTPELVEDRKGSCRRPWDRSLENVYRGSEGSPTKPFINPLPKPRRTFKHAGEGDKDGKPGIGFRKEKRNLPPLP.... Result: 0 (no interaction). (5) The miRNA is rno-miR-15b-5p with sequence UAGCAGCACAUCAUGGUUUACA. The protein sequence of the target gene is MEPGCDEFLPPPECPVFEPSWAEFQDPLGYIAKIRPIAEKSGICKIRPPADWQPPFAVEVDNFRFTPRVQRLNELEAQTRVKLNYLDQIAKFWEIQGSSLKIPNVERKILDLYSLSKIVIEEGGYEAICKDRRWARVAQRLHYPPGKNIGSLLRSHYERIIYPYEMFQSGANHVQCNTHPFDNEVKDKEYKPHSIPLRQSVQPSKFSSYSRRAKRLQPDPEPTEEDIEKHPELKKLQIYGPGPKMMGLGLMAKDKDKTVHKKVTCPPTVTVKDEQSGGGNVSSTLLKQHLSLEPCTKTTM.... Result: 0 (no interaction). (6) The miRNA is mmu-miR-882 with sequence AGGAGAGAGUUAGCGCAUUAGU. The protein sequence of the target gene is MPSGFQQIGSEDGEPPQQRVTGTLVLAVFSAVLGSLQFGYNIGVINAPQKVIEQSYNATWLGRQGPGGPDSIPQGTLTTLWALSVAIFSVGGMISSFLIGIISQWLGRKRAMLANNVLAVLGGALMGLANAAASYEILILGRFLIGAYSGLTSGLVPMYVGEIAPTHLRGALGTLNQLAIVIGILVAQVLGLESMLGTATLWPLLLAITVLPALLQLLLLPFCPESPRYLYIIRNLEGPARKSLKRLTGWADVSDALAELKDEKRKLERERPLSLLQLLGSRTHRQPLIIAVVLQLSQQL.... Result: 0 (no interaction). (7) The miRNA is hsa-miR-5583-3p with sequence GAAUAUGGGUAUAUUAGUUUGG. The protein sequence of the target gene is MPGGKKVVPSGSSSASPNAAATTTAAAAAAAAAPHSGTKRLETTEGASAQRDEEPEEEGEEDLRDGGVPFFINRGGLPVDEATWERMWKHVAKIHPDGEKVALRIRGATDLPKIPIPSVPTFQPTTPVPERLEAVQRYIRELQYNHTGTQFFEIKKSRPLTGLMDLAKEMTKEALPIKCLEAVILGIYLTNSMPTLERFPISFKTYFSGNYFRHIVLGVNFGGRYGALGMSRREDLMYKPPAFRTLSELVLDYEAAYGRCWHVLKKVKLGQCVSHDPHSVEQIEWKHSVLDVERLGREDF.... Result: 0 (no interaction).